From a dataset of Full USPTO retrosynthesis dataset with 1.9M reactions from patents (1976-2016). Predict the reactants needed to synthesize the given product. The reactants are: [NH2:1][C:2]1[N:7]=[C:6](Cl)[CH:5]=[C:4]([CH3:9])[N:3]=1.[NH3:10].[I:11]Cl.[OH-].[Na+]. Given the product [NH2:1][C:2]1[N:7]=[C:6]([NH2:10])[C:5]([I:11])=[C:4]([CH3:9])[N:3]=1, predict the reactants needed to synthesize it.